From a dataset of Catalyst prediction with 721,799 reactions and 888 catalyst types from USPTO. Predict which catalyst facilitates the given reaction. Reactant: [Br:1][C:2]1[CH:3]=[CH:4][C:5]([OH:11])=[C:6]([C:8](=[O:10])[CH3:9])[CH:7]=1.[S:12]1[CH:16]=[CH:15][CH:14]=[C:13]1[CH:17]=O. Product: [Br:1][C:2]1[CH:7]=[C:6]2[C:5](=[CH:4][CH:3]=1)[O:11][CH:17]([C:13]1[S:12][CH:16]=[CH:15][CH:14]=1)[CH2:9][C:8]2=[O:10]. The catalyst class is: 40.